This data is from Full USPTO retrosynthesis dataset with 1.9M reactions from patents (1976-2016). The task is: Predict the reactants needed to synthesize the given product. (1) Given the product [CH:1]1([C:6]([C:9]2[CH:14]=[C:13]([OH:15])[CH:12]=[C:11]([OH:17])[CH:10]=2)([CH3:8])[CH3:7])[CH2:5][CH2:4][CH2:3][CH2:2]1, predict the reactants needed to synthesize it. The reactants are: [CH:1]1([C:6]([C:9]2[CH:14]=[C:13]([O:15]C)[CH:12]=[C:11]([O:17]C)[CH:10]=2)([CH3:8])[CH3:7])[CH2:5][CH2:4][CH2:3][CH2:2]1.C(C1(C2C=C(O)C=C(O)C=2)SCCS1)CCC. (2) Given the product [CH3:30][C:25]1[CH:26]=[CH:27][CH:28]=[CH:29][C:24]=1[C:19]1[CH:20]=[CH:21][CH:22]=[C:23]2[C:18]=1[NH:17][C:16]([C:31]([OH:33])=[O:32])=[C:15]2[CH2:14][CH2:13][CH2:12][CH2:11][C:1]1[C:10]2[C:5](=[CH:6][CH:7]=[CH:8][CH:9]=2)[CH:4]=[CH:3][CH:2]=1, predict the reactants needed to synthesize it. The reactants are: [C:1]1([CH:11]=[CH:12][CH2:13][CH2:14][C:15]2[C:23]3[C:18](=[C:19]([C:24]4[CH:29]=[CH:28][CH:27]=[CH:26][C:25]=4[CH3:30])[CH:20]=[CH:21][CH:22]=3)[NH:17][C:16]=2[C:31]([OH:33])=[O:32])[C:10]2[C:5](=[CH:6][CH:7]=[CH:8][CH:9]=2)[CH:4]=[CH:3][CH:2]=1. (3) The reactants are: [NH2:1][C:2]([CH3:10])([CH2:5][S:6]([CH3:9])(=[O:8])=[O:7])[C:3]#[N:4].CCN(C(C)C)C(C)C.[C:20](Cl)(=[O:29])[O:21][CH2:22][C:23]1[CH:28]=[CH:27][CH:26]=[CH:25][CH:24]=1. Given the product [CH2:22]([O:21][C:20](=[O:29])[NH:1][C:2]([C:3]#[N:4])([CH3:10])[CH2:5][S:6]([CH3:9])(=[O:8])=[O:7])[C:23]1[CH:28]=[CH:27][CH:26]=[CH:25][CH:24]=1, predict the reactants needed to synthesize it. (4) Given the product [CH:2]1([O:12][CH2:11][CH2:10][OH:13])[C:5]2[CH:6]=[CH:7][CH:8]=[CH:9][C:4]=2[CH2:3]1, predict the reactants needed to synthesize it. The reactants are: Br[CH:2]1[C:5]2[CH:6]=[CH:7][CH:8]=[CH:9][C:4]=2[CH2:3]1.[CH2:10]([OH:13])[CH2:11][OH:12].O. (5) Given the product [Cl:7][C:8]1[CH:13]=[C:12](/[N:14]=[C:15](/[NH:1][C:2]#[N:3])\[S:16][CH3:4])[CH:11]=[C:10]([Cl:17])[C:9]=1[C:18]1[CH2:23][CH2:22][N:21]([C:24]([O:26][C:27]([CH3:30])([CH3:29])[CH3:28])=[O:25])[CH2:20][CH:19]=1, predict the reactants needed to synthesize it. The reactants are: [N:1]#[C:2][NH2:3].[CH3:4][O-].[Na+].[Cl:7][C:8]1[CH:13]=[C:12]([N:14]=[C:15]=[S:16])[CH:11]=[C:10]([Cl:17])[C:9]=1[C:18]1[CH2:23][CH2:22][N:21]([C:24]([O:26][C:27]([CH3:30])([CH3:29])[CH3:28])=[O:25])[CH2:20][CH:19]=1.CI.